This data is from NCI-60 drug combinations with 297,098 pairs across 59 cell lines. The task is: Regression. Given two drug SMILES strings and cell line genomic features, predict the synergy score measuring deviation from expected non-interaction effect. (1) Drug 1: CCC(=C(C1=CC=CC=C1)C2=CC=C(C=C2)OCCN(C)C)C3=CC=CC=C3.C(C(=O)O)C(CC(=O)O)(C(=O)O)O. Drug 2: C1=NNC2=C1C(=O)NC=N2. Cell line: RPMI-8226. Synergy scores: CSS=4.36, Synergy_ZIP=-8.85, Synergy_Bliss=-10.8, Synergy_Loewe=-27.6, Synergy_HSA=-10.4. (2) Drug 1: COC1=C(C=C2C(=C1)N=CN=C2NC3=CC(=C(C=C3)F)Cl)OCCCN4CCOCC4. Drug 2: C(CN)CNCCSP(=O)(O)O. Cell line: NCIH23. Synergy scores: CSS=5.85, Synergy_ZIP=0.622, Synergy_Bliss=-4.87, Synergy_Loewe=-10.1, Synergy_HSA=-4.60. (3) Synergy scores: CSS=6.64, Synergy_ZIP=-3.73, Synergy_Bliss=-2.49, Synergy_Loewe=-5.65, Synergy_HSA=-5.07. Drug 2: C1=CC(=CC=C1C#N)C(C2=CC=C(C=C2)C#N)N3C=NC=N3. Drug 1: CC(CN1CC(=O)NC(=O)C1)N2CC(=O)NC(=O)C2. Cell line: HS 578T. (4) Drug 1: CC=C1C(=O)NC(C(=O)OC2CC(=O)NC(C(=O)NC(CSSCCC=C2)C(=O)N1)C(C)C)C(C)C. Drug 2: CS(=O)(=O)OCCCCOS(=O)(=O)C. Cell line: HCT-15. Synergy scores: CSS=0.931, Synergy_ZIP=5.97, Synergy_Bliss=16.2, Synergy_Loewe=1.52, Synergy_HSA=2.54.